From a dataset of Reaction yield outcomes from USPTO patents with 853,638 reactions. Predict the reaction yield, written as a fraction of the theoretical maximum amount of product (1.0 means a 100% yield; for example, 0.34 means a 34% yield). The product is [Cl:4][C:5]1[C:6]([O:13][CH2:2][CH3:3])=[C:7]([CH:10]=[CH:11][CH:12]=1)[CH:8]=[O:9]. The yield is 0.910. The catalyst is CN(C=O)C. The reactants are I[CH2:2][CH3:3].[Cl:4][C:5]1[C:6]([OH:13])=[C:7]([CH:10]=[CH:11][CH:12]=1)[CH:8]=[O:9].C([O-])([O-])=O.[K+].[K+].